Dataset: Reaction yield outcomes from USPTO patents with 853,638 reactions. Task: Predict the reaction yield, written as a fraction of the theoretical maximum amount of product (1.0 means a 100% yield; for example, 0.34 means a 34% yield). (1) The reactants are [CH3:1][O:2][CH2:3][O:4][C@H:5]1[CH2:9][CH2:8][N:7]([CH2:10][C@H:11]([C:13]2[CH:18]=[CH:17][CH:16]=[CH:15][CH:14]=2)O)[CH2:6]1.COCO[C@H]1CCN([C@H](C2C=CC=CC=2)CO)C1.[CH3:37][O:38][C:39]1[CH:48]=[C:47]([NH:49][CH3:50])[CH:46]=[CH:45][C:40]=1[C:41]([O:43][CH3:44])=[O:42]. No catalyst specified. The product is [CH3:37][O:38][C:39]1[CH:48]=[C:47]([N:49]([C@@H:11]([C:13]2[CH:18]=[CH:17][CH:16]=[CH:15][CH:14]=2)[CH2:10][N:7]2[CH2:8][CH2:9][C@H:5]([O:4][CH2:3][O:2][CH3:1])[CH2:6]2)[CH3:50])[CH:46]=[CH:45][C:40]=1[C:41]([O:43][CH3:44])=[O:42]. The yield is 0.410. (2) The reactants are [CH3:1][C@H:2]1[CH2:7][CH2:6][CH2:5][C@@H:4]([CH3:8])[N:3]1[C:9]1[N:13]2[CH:14]=[C:15]([O:18][C@H:19]3[C:28]4[C:23](=[CH:24][CH:25]=[CH:26][CH:27]=4)[C@@H:22]([NH2:29])[CH2:21][CH2:20]3)[CH:16]=[CH:17][C:12]2=[N:11][N:10]=1.ClC(Cl)(Cl)C[O:33][C:34](=O)[NH:35][C:36]1[N:37]([CH2:45][CH2:46][OH:47])[N:38]=[C:39]([C:41]([CH3:44])([CH3:43])[CH3:42])[CH:40]=1.CCN(C(C)C)C(C)C. The catalyst is O1CCOCC1. The product is [C:41]([C:39]1[CH:40]=[C:36]([NH:35][C:34]([NH:29][C@@H:22]2[C:23]3[C:28](=[CH:27][CH:26]=[CH:25][CH:24]=3)[C@H:19]([O:18][C:15]3[CH:16]=[CH:17][C:12]4[N:13]([C:9]([N:3]5[C@H:2]([CH3:1])[CH2:7][CH2:6][CH2:5][C@@H:4]5[CH3:8])=[N:10][N:11]=4)[CH:14]=3)[CH2:20][CH2:21]2)=[O:33])[N:37]([CH2:45][CH2:46][OH:47])[N:38]=1)([CH3:44])([CH3:42])[CH3:43]. The yield is 0.320. (3) The reactants are [CH2:1]([O:3][C:4]1[CH:5]=[C:6]([C:20]2[CH:25]=[CH:24][C:23]([CH2:26][C:27]([OH:29])=[O:28])=[C:22]([F:30])[CH:21]=2)[CH:7]=[N:8][C:9]=1[O:10]CC1C=CC(OC)=CC=1)[CH3:2]. The catalyst is CO.[Pd]. The product is [CH2:1]([O:3][C:4]1[C:9](=[O:10])[NH:8][CH:7]=[C:6]([C:20]2[CH:25]=[CH:24][C:23]([CH2:26][C:27]([OH:29])=[O:28])=[C:22]([F:30])[CH:21]=2)[CH:5]=1)[CH3:2]. The yield is 0.940. (4) The reactants are C1(C(C2C=CC=CC=2)[N:8]2[C:16]3[C:11](=[CH:12][CH:13]=[CH:14][CH:15]=3)[C:10]3([CH2:20][O:19][C:18]4=[CH:21][C:22]5[CH2:26][CH2:25][O:24][C:23]=5[CH:27]=[C:17]34)[C:9]2=[O:28])C=CC=CC=1.[H][H]. The yield is 0.690. The catalyst is C(O)(=O)C.[OH-].[Pd+2].[OH-]. The product is [NH:8]1[C:16]2[C:11](=[CH:12][CH:13]=[CH:14][CH:15]=2)[C:10]2([CH2:20][O:19][C:18]3=[CH:21][C:22]4[CH2:26][CH2:25][O:24][C:23]=4[CH:27]=[C:17]23)[C:9]1=[O:28]. (5) The reactants are [C:1]([N:5]1[C:9](=[O:10])[C:8](Cl)=[C:7]([C:12]2[CH:17]=[CH:16][CH:15]=[CH:14][CH:13]=2)[S:6]1(=[O:19])=[O:18])([CH3:4])([CH3:3])[CH3:2].[CH:20]([O:23][C:24]1[CH:30]=[CH:29][C:27]([NH2:28])=[CH:26][CH:25]=1)([CH3:22])[CH3:21]. The catalyst is CC#N. The product is [C:1]([N:5]1[C:9](=[O:10])[C:8]([NH:28][C:27]2[CH:26]=[CH:25][C:24]([O:23][CH:20]([CH3:22])[CH3:21])=[CH:30][CH:29]=2)=[C:7]([C:12]2[CH:17]=[CH:16][CH:15]=[CH:14][CH:13]=2)[S:6]1(=[O:19])=[O:18])([CH3:4])([CH3:3])[CH3:2]. The yield is 0.480. (6) The reactants are [CH2:1]([C:4]1[N:8]([CH2:9][C:10]2[CH:31]=[CH:30][C:13]3/[C:14](=[CH:23]/[C:24]4[NH:28][C:27](=[O:29])[O:26][N:25]=4)/[C:15]4[CH:22]=[CH:21][CH:20]=[CH:19][C:16]=4[CH2:17][CH2:18][C:12]=3[CH:11]=2)[C:7]2[CH:32]=[CH:33][CH:34]=[CH:35][C:6]=2[N:5]=1)[CH2:2][CH3:3].CO.[C:38]1(P(C2C=CC=CC=2)C2C=CC=CC=2)C=CC=CC=1.N(C(OC(C)(C)C)=O)=NC(OC(C)(C)C)=O. The catalyst is C1COCC1. The product is [CH2:1]([C:4]1[N:8]([CH2:9][C:10]2[CH:31]=[CH:30][C:13]3/[C:14](=[CH:23]/[C:24]4[N:28]([CH3:38])[C:27](=[O:29])[O:26][N:25]=4)/[C:15]4[CH:22]=[CH:21][CH:20]=[CH:19][C:16]=4[CH2:17][CH2:18][C:12]=3[CH:11]=2)[C:7]2[CH:32]=[CH:33][CH:34]=[CH:35][C:6]=2[N:5]=1)[CH2:2][CH3:3]. The yield is 0.920.